Dataset: Peptide-MHC class I binding affinity with 185,985 pairs from IEDB/IMGT. Task: Regression. Given a peptide amino acid sequence and an MHC pseudo amino acid sequence, predict their binding affinity value. This is MHC class I binding data. (1) The MHC is HLA-A33:01 with pseudo-sequence HLA-A33:01. The binding affinity (normalized) is 0. The peptide sequence is RSDGYFLKIK. (2) The peptide sequence is RANDWDFVV. The MHC is HLA-A02:01 with pseudo-sequence HLA-A02:01. The binding affinity (normalized) is 0.459. (3) The peptide sequence is GHLENNPAL. The MHC is HLA-B15:01 with pseudo-sequence HLA-B15:01. The binding affinity (normalized) is 0.0847. (4) The peptide sequence is KIFEDQLLPF. The MHC is H-2-Db with pseudo-sequence H-2-Db. The binding affinity (normalized) is 0.125. (5) The peptide sequence is IMAYVNQAH. The MHC is HLA-A03:01 with pseudo-sequence HLA-A03:01. The binding affinity (normalized) is 0.288.